Dataset: Catalyst prediction with 721,799 reactions and 888 catalyst types from USPTO. Task: Predict which catalyst facilitates the given reaction. (1) Reactant: [CH2:1]([NH2:3])[CH3:2].Cl[SiH:5]1[N:9]([CH:10]([CH3:12])[CH3:11])[CH:8]=[CH:7][N:6]1[CH:13]([CH3:15])[CH3:14]. Product: [CH2:1]([NH:3][SiH:5]1[N:9]([CH:10]([CH3:11])[CH3:12])[CH:8]=[CH:7][N:6]1[CH:13]([CH3:15])[CH3:14])[CH3:2]. The catalyst class is: 81. (2) Reactant: O.[Cl-:2].[In+3:3].[Cl-].[Cl-].[In].[Sn:7]([Cl:11])([Cl:10])([Cl:9])[Cl:8]. Product: [Cl-:8].[In+3:3].[Cl-:2].[Cl-:8].[Sn:7]([Cl:11])([Cl:10])([Cl:9])[Cl:8]. The catalyst class is: 6.